Task: Predict the product of the given reaction.. Dataset: Forward reaction prediction with 1.9M reactions from USPTO patents (1976-2016) (1) Given the reactants [CH2:1]([CH:3]([C:6]1[C:14]2[NH:13][C:12](=[O:15])[N:11]([C:16]([O:18][C:19]([CH3:22])([CH3:21])[CH3:20])=[O:17])[C:10]=2[CH:9]=[CH:8][CH:7]=1)[CH2:4][CH3:5])[CH3:2].C(=O)([O-])[O-].[K+].[K+].Br[CH2:30][C:31]([O:33][CH2:34][CH3:35])=[O:32], predict the reaction product. The product is: [CH2:34]([O:33][C:31](=[O:32])[CH2:30][N:13]1[C:14]2[C:6]([CH:3]([CH2:4][CH3:5])[CH2:1][CH3:2])=[CH:7][CH:8]=[CH:9][C:10]=2[N:11]([C:16]([O:18][C:19]([CH3:20])([CH3:22])[CH3:21])=[O:17])[C:12]1=[O:15])[CH3:35]. (2) Given the reactants [CH3:1][C:2]([C:4]1[CH:9]=[CH:8][C:7]([S:10]([CH3:13])(=[O:12])=[O:11])=[CH:6][CH:5]=1)=[O:3].[Cl-].[Al+3].[Cl-].[Cl-].[Br:18]Br.O, predict the reaction product. The product is: [Br:18][CH2:1][C:2]([C:4]1[CH:5]=[CH:6][C:7]([S:10]([CH3:13])(=[O:12])=[O:11])=[CH:8][CH:9]=1)=[O:3]. (3) Given the reactants [OH:1][CH:2]([C:8]1[CH:13]=[CH:12][CH:11]=[C:10]([C:14]2[CH:15]=[C:16]3[C:22]([C:23]4[CH:28]=[CH:27][CH:26]=[CH:25][C:24]=4[O:29][CH3:30])=[N:21][N:20](COCC[Si](C)(C)C)[C:17]3=[N:18][CH:19]=2)[CH:9]=1)[C:3]([N:5]([CH3:7])[CH3:6])=[O:4].FC(F)(F)C(O)=O, predict the reaction product. The product is: [OH:1][CH:2]([C:8]1[CH:13]=[CH:12][CH:11]=[C:10]([C:14]2[CH:15]=[C:16]3[C:22]([C:23]4[CH:28]=[CH:27][CH:26]=[CH:25][C:24]=4[O:29][CH3:30])=[N:21][NH:20][C:17]3=[N:18][CH:19]=2)[CH:9]=1)[C:3]([N:5]([CH3:7])[CH3:6])=[O:4].